Predict which catalyst facilitates the given reaction. From a dataset of Catalyst prediction with 721,799 reactions and 888 catalyst types from USPTO. (1) Reactant: [F:1][C:2]([F:18])([F:17])[C:3](=[O:16])[C:4]#[C:5][Si:6]([CH:13]([CH3:15])[CH3:14])([CH:10]([CH3:12])[CH3:11])[CH:7]([CH3:9])[CH3:8].[CH2:19]1[CH2:23]OC[CH2:20]1.C([Mg]Cl)C=C.[NH4+].[Cl-]. Product: [F:18][C:2]([F:1])([F:17])[C:3]([OH:16])([CH2:23][CH:19]=[CH2:20])[C:4]#[C:5][Si:6]([CH:13]([CH3:15])[CH3:14])([CH:10]([CH3:11])[CH3:12])[CH:7]([CH3:8])[CH3:9]. The catalyst class is: 2. (2) Reactant: [Cl:1][CH2:2][C:3](Cl)=[O:4].C(=O)([O-])[O-].[K+].[K+].Cl.[CH2:13]([O:20][C:21](=[O:26])[C@H:22]([CH2:24][OH:25])[NH2:23])[C:14]1[CH:19]=[CH:18][CH:17]=[CH:16][CH:15]=1.O1CCCC1.O. Product: [Cl:1][CH2:2][C:3]([NH:23][C@@H:22]([CH2:24][OH:25])[C:21]([O:20][CH2:13][C:14]1[CH:19]=[CH:18][CH:17]=[CH:16][CH:15]=1)=[O:26])=[O:4]. The catalyst class is: 13. (3) Reactant: [NH:1]1[CH:5]=[CH:4][C:3]([C:6]2[S:7][CH:8]=[CH:9][N:10]=2)=[CH:2]1.N1[C:24]2[C:15](=CC=[C:18]3[C:23]=2[N:22]=[CH:21][CH:20]=[CH:19]3)[CH:14]=[CH:13][CH:12]=1.P([O-])([O-])([O-])=O.[K+].[K+].[K+].[O:33]1[CH2:38]COC[CH2:34]1. Product: [CH3:34][O:33][C:38]1[CH:12]=[C:13]([N:1]2[CH:5]=[CH:4][C:3]([C:6]3[S:7][CH:8]=[CH:9][N:10]=3)=[CH:2]2)[CH:14]=[CH:15][C:24]=1[C:23]1[CH:18]=[CH:19][CH:20]=[CH:21][N:22]=1. The catalyst class is: 205. (4) The catalyst class is: 177. Product: [Br:1][C:2]1[CH:7]=[CH:6][C:5]([CH:8]=[O:9])=[CH:4][C:3]=1[CH3:10]. Reactant: [Br:1][C:2]1[CH:7]=[CH:6][C:5]([CH2:8][OH:9])=[CH:4][C:3]=1[CH3:10]. (5) Reactant: ClC(Cl)(Cl)[C:3]1[O:7][N:6]=[C:5]([C:8]([O:10][CH2:11][CH3:12])=[O:9])[N:4]=1.Cl.[CH3:16][NH:17][CH3:18].CCN(C(C)C)C(C)C. Product: [CH3:16][N:17]([CH3:18])[C:3]1[O:7][N:6]=[C:5]([C:8]([O:10][CH2:11][CH3:12])=[O:9])[N:4]=1. The catalyst class is: 35.